Dataset: Full USPTO retrosynthesis dataset with 1.9M reactions from patents (1976-2016). Task: Predict the reactants needed to synthesize the given product. (1) Given the product [S:1]1[CH:5]=[CH:4][CH:3]=[C:2]1[C:6]([NH:8][C:9]1[CH:10]=[CH:11][CH:12]=[C:13]2[C:17]=1[NH:16][C:15]([C:18]([NH2:22])=[O:20])=[CH:14]2)=[O:7], predict the reactants needed to synthesize it. The reactants are: [S:1]1[CH:5]=[CH:4][CH:3]=[C:2]1[C:6]([NH:8][C:9]1[CH:10]=[CH:11][CH:12]=[C:13]2[C:17]=1[NH:16][C:15]([C:18]([OH:20])=O)=[CH:14]2)=[O:7].C[N:22](C)C=O.Cl.CN(C)CCCN=C=NCC. (2) Given the product [Cl:18][C:12]1[N:7]2[N:6]=[C:5]([C:2]([F:4])([F:1])[CH3:3])[N:15]=[C:8]2[N:9]=[C:10]([CH3:14])[CH:11]=1, predict the reactants needed to synthesize it. The reactants are: [F:1][C:2]([C:5]1[N:15]=[C:8]2[N:9]=[C:10]([CH3:14])[CH:11]=[C:12](O)[N:7]2[N:6]=1)([F:4])[CH3:3].P(Cl)(Cl)([Cl:18])=O. (3) Given the product [O:24]=[C:19]1[CH2:18][CH2:17][C:16]2[C:21](=[CH:22][CH:23]=[C:14]([O:13][CH2:55][CH:53]3[CH2:54][N:51]([C:44]([O:46][C:47]([CH3:48])([CH3:50])[CH3:49])=[O:45])[CH2:52]3)[CH:15]=2)[NH:20]1, predict the reactants needed to synthesize it. The reactants are: CCOC(/N=N/C(OCC)=O)=O.[OH:13][C:14]1[CH:15]=[C:16]2[C:21](=[CH:22][CH:23]=1)[NH:20][C:19](=[O:24])[CH2:18][CH2:17]2.C1(P(C2C=CC=CC=2)C2C=CC=CC=2)C=CC=CC=1.[C:44]([N:51]1[CH2:54][CH:53]([CH2:55]O)[CH2:52]1)([O:46][C:47]([CH3:50])([CH3:49])[CH3:48])=[O:45]. (4) Given the product [CH3:25][NH:26][CH2:1][C:3]1[C:11]2[C:6](=[CH:7][C:8]([C:12]([O:14][CH3:15])=[O:13])=[CH:9][CH:10]=2)[N:5]([S:16]([C:19]2[CH:20]=[N:21][CH:22]=[CH:23][CH:24]=2)(=[O:18])=[O:17])[CH:4]=1, predict the reactants needed to synthesize it. The reactants are: [CH:1]([C:3]1[C:11]2[C:6](=[CH:7][C:8]([C:12]([O:14][CH3:15])=[O:13])=[CH:9][CH:10]=2)[N:5]([S:16]([C:19]2[CH:20]=[N:21][CH:22]=[CH:23][CH:24]=2)(=[O:18])=[O:17])[CH:4]=1)=O.[C:25]([BH3-])#[N:26].[Na+].CN.O1CCCC1.C(=O)(O)[O-].[Na+]. (5) Given the product [OH:1][C:2]1([C:26]2[CH:31]=[CH:30][CH:29]=[CH:28][CH:27]=2)[CH2:3][CH2:4][N:5]([C@H:8]([C:20]2[CH:21]=[CH:22][CH:23]=[CH:24][CH:25]=2)[C:9]([OH:11])=[O:10])[CH2:6][CH2:7]1, predict the reactants needed to synthesize it. The reactants are: [OH:1][C:2]1([C:26]2[CH:31]=[CH:30][CH:29]=[CH:28][CH:27]=2)[CH2:7][CH2:6][N:5]([C@H:8]([C:20]2[CH:25]=[CH:24][CH:23]=[CH:22][CH:21]=2)[C:9]([O:11][C@H](C2C=CC=CC=2)C)=[O:10])[CH2:4][CH2:3]1.FC(F)(F)C(O)=O.